Task: Predict the product of the given reaction.. Dataset: Forward reaction prediction with 1.9M reactions from USPTO patents (1976-2016) (1) Given the reactants [Cl:1][C:2]1[C:3]([F:16])=[C:4]([C:9]2[N:14]=[CH:13][N:12]=[C:11]([OH:15])[CH:10]=2)[C:5]([I:8])=[CH:6][CH:7]=1.N[C@@H:18]1[C:34]2[CH:35]=[C:30]([CH:31]=[CH:32][N:33]=2)[C:29]2[N:28]([CH:36]([F:38])[F:37])[N:27]=[CH:26][C:25]=2[NH:24][C:23](=[O:39])[C@H:22]([CH3:40])[CH2:21][CH2:20][CH2:19]1, predict the reaction product. The product is: [Cl:1][C:2]1[C:3]([F:16])=[C:4]([C:9]2[N:14]=[CH:13][N:12]([C@@H:18]3[C:34]4[CH:35]=[C:30]([CH:31]=[CH:32][N:33]=4)[C:29]4[N:28]([CH:36]([F:37])[F:38])[N:27]=[CH:26][C:25]=4[NH:24][C:23](=[O:39])[C@H:22]([CH3:40])[CH2:21][CH2:20][CH2:19]3)[C:11](=[O:15])[CH:10]=2)[C:5]([I:8])=[CH:6][CH:7]=1. (2) Given the reactants [CH3:1][O:2][CH2:3][C:4]1[CH:13]=[C:12]([N:14]2[CH:18]=[CH:17][N:16]=[C:15]2[CH:19]2[CH2:23][CH2:22][O:21][CH2:20]2)[C:11]([N+:24]([O-])=O)=[CH:10][C:5]=1[C:6]([O:8][CH3:9])=[O:7].[Cl-].[NH4+].O1CCCC1.CO, predict the reaction product. The product is: [NH2:24][C:11]1[C:12]([N:14]2[CH:18]=[CH:17][N:16]=[C:15]2[CH:19]2[CH2:23][CH2:22][O:21][CH2:20]2)=[CH:13][C:4]([CH2:3][O:2][CH3:1])=[C:5]([CH:10]=1)[C:6]([O:8][CH3:9])=[O:7]. (3) Given the reactants [C:1]1([N:7]2[C:15]3[C:10](=[CH:11][CH:12]=[CH:13][CH:14]=3)[CH:9]=[C:8]2[C:16]([NH:18][C@H:19]([C:23]([NH:25][CH:26]([C:35](=[O:38])[CH2:36][F:37])[CH2:27][C:28]([O:30]C(C)(C)C)=[O:29])=[O:24])[CH:20]([CH3:22])[CH3:21])=[O:17])[CH:6]=[CH:5][CH:4]=[CH:3][CH:2]=1.C(O)(C(F)(F)F)=O, predict the reaction product. The product is: [C:1]1([N:7]2[C:15]3[C:10](=[CH:11][CH:12]=[CH:13][CH:14]=3)[CH:9]=[C:8]2[C:16]([NH:18][C@H:19]([C:23]([NH:25][CH:26]([C:35](=[O:38])[CH2:36][F:37])[CH2:27][C:28]([OH:30])=[O:29])=[O:24])[CH:20]([CH3:21])[CH3:22])=[O:17])[CH:2]=[CH:3][CH:4]=[CH:5][CH:6]=1. (4) Given the reactants [CH:1]1[C:10]2[C:5](=[CH:6][CH:7]=[CH:8][CH:9]=2)[CH:4]=[CH:3][C:2]=1[CH2:11]O.S(Cl)([Cl:15])=O, predict the reaction product. The product is: [Cl:15][CH2:11][C:2]1[CH:3]=[CH:4][C:5]2[C:10](=[CH:9][CH:8]=[CH:7][CH:6]=2)[CH:1]=1. (5) Given the reactants C(N[CH:5]1[CH2:10][CH2:9][CH2:8][CH2:7][CH2:6]1)(C)C.[CH2:11]([Li])[CH2:12][CH2:13][CH3:14].[Br:16][C:17]1[C:18](=[O:24])[O:19][CH2:20][C:21]=1[O:22][CH3:23].C1C[O:28][CH2:27]C1, predict the reaction product. The product is: [Br:16][C:17]1[C:18](=[O:24])[O:19][CH:20]([CH:27]([OH:28])[C:7]2[C:6]3[C:5](=[CH:11][CH:12]=[CH:13][CH:14]=3)[CH:10]=[CH:9][CH:8]=2)[C:21]=1[O:22][CH3:23].